From a dataset of Forward reaction prediction with 1.9M reactions from USPTO patents (1976-2016). Predict the product of the given reaction. (1) The product is: [Cl:1][C:2]1[CH:10]=[C:6]2[C:5](=[CH:4][CH:3]=1)[N:11]=[CH:13][NH:12][C:7]2=[O:8]. Given the reactants [Cl:1][C:2]1[CH:10]=[C:6]([C:7]([O-])=[O:8])[C:5]([NH2:11])=[CH:4][CH:3]=1.[NH4+:12].[CH:13]([O-])([O-])OC, predict the reaction product. (2) The product is: [F:20][C:21]1[CH:29]=[C:28]2[C:24]([CH:25]=[CH:26][NH:27]2)=[C:23]([C:2]2[CH:3]=[C:4]([N:14]3[CH2:19][CH2:18][O:17][CH2:16][CH2:15]3)[N:5]=[C:6]([C:8]3[CH:13]=[CH:12][CH:11]=[CH:10][CH:9]=3)[N:7]=2)[CH:22]=1. Given the reactants Cl[C:2]1[N:7]=[C:6]([C:8]2[CH:13]=[CH:12][CH:11]=[CH:10][CH:9]=2)[N:5]=[C:4]([N:14]2[CH2:19][CH2:18][O:17][CH2:16][CH2:15]2)[CH:3]=1.[F:20][C:21]1[CH:29]=[C:28]2[C:24]([CH:25]=[CH:26][NH:27]2)=[C:23](B2OC(C)(C)C(C)(C)O2)[CH:22]=1, predict the reaction product. (3) Given the reactants [N+:1]([C:4]1[CH:11]=[CH:10][C:7]([CH:8]=O)=[CH:6][CH:5]=1)([O-:3])=[O:2].Cl.[CH3:13][C@H:14]1[CH2:19][NH:18][CH2:17][CH2:16][N:15]1[C:20]([O:22][C:23]([CH3:26])([CH3:25])[CH3:24])=[O:21].C(N(CC)CC)C.C(O[BH-](OC(=O)C)OC(=O)C)(=O)C.[Na+].C([O-])(O)=O.[Na+], predict the reaction product. The product is: [CH3:13][C@H:14]1[CH2:19][N:18]([CH2:8][C:7]2[CH:10]=[CH:11][C:4]([N+:1]([O-:3])=[O:2])=[CH:5][CH:6]=2)[CH2:17][CH2:16][N:15]1[C:20]([O:22][C:23]([CH3:24])([CH3:26])[CH3:25])=[O:21]. (4) Given the reactants [CH3:1][O:2][C:3]1[CH:14]=[CH:13][C:6]([O:7][CH2:8][C:9]([NH:11][NH2:12])=O)=[CH:5][CH:4]=1.[O:15]1[CH2:20][CH2:19][N:18]([CH2:21][CH2:22][CH2:23][N:24]=[C:25]=[S:26])[CH2:17][CH2:16]1, predict the reaction product. The product is: [CH3:1][O:2][C:3]1[CH:14]=[CH:13][C:6]([O:7][CH2:8][C:9]2[N:24]([CH2:23][CH2:22][CH2:21][N:18]3[CH2:17][CH2:16][O:15][CH2:20][CH2:19]3)[C:25](=[S:26])[NH:12][N:11]=2)=[CH:5][CH:4]=1.